From a dataset of Catalyst prediction with 721,799 reactions and 888 catalyst types from USPTO. Predict which catalyst facilitates the given reaction. (1) Reactant: [C:1]([C:3]1[C:11]2[C:6](=[CH:7][CH:8]=[CH:9][CH:10]=2)[NH:5][N:4]=1)#[CH:2].[N:12]([C:15]1[CH:20]=[CH:19][C:18]([Br:21])=[CH:17][CH:16]=1)=[N+:13]=[N-:14]. Product: [Br:21][C:18]1[CH:19]=[CH:20][C:15]([N:12]2[CH:2]=[C:1]([C:3]3[C:11]4[C:6](=[CH:7][CH:8]=[CH:9][CH:10]=4)[NH:5][N:4]=3)[N:14]=[N:13]2)=[CH:16][CH:17]=1. The catalyst class is: 708. (2) Reactant: [Cl:1][C:2]1[CH:42]=[CH:41][CH:40]=[C:39]([Cl:43])[C:3]=1[CH2:4][C:5]1[N:15]=[C:14]([NH:16][C:17]2[C:22]([O:23][CH3:24])=[CH:21][C:20]([N:25]3[CH2:30][CH2:29][N:28](C(OC(C)(C)C)=O)[CH2:27][CH2:26]3)=[C:19]([CH3:38])[CH:18]=2)[C:8]2[C:9](=[O:13])[NH:10][N:11]=[CH:12][C:7]=2[CH:6]=1.FC(F)(F)C(O)=O. Product: [Cl:1][C:2]1[CH:42]=[CH:41][CH:40]=[C:39]([Cl:43])[C:3]=1[CH2:4][C:5]1[N:15]=[C:14]([NH:16][C:17]2[CH:18]=[C:19]([CH3:38])[C:20]([N:25]3[CH2:26][CH2:27][NH:28][CH2:29][CH2:30]3)=[CH:21][C:22]=2[O:23][CH3:24])[C:8]2[C:9](=[O:13])[NH:10][N:11]=[CH:12][C:7]=2[CH:6]=1. The catalyst class is: 4. (3) Reactant: C([BH-](CC)CC)C.[Li+].[Br:9][C:10]1[CH:15]=[CH:14][C:13]([CH:16]([CH:35]2[CH2:37][CH2:36]2)[N:17]2[CH2:22][CH2:21][C:20]([CH2:29][C:30]3([CH3:33])[CH2:32][O:31]3)([C:23]3[CH:28]=[CH:27][CH:26]=[CH:25][CH:24]=3)[O:19][C:18]2=[O:34])=[CH:12][CH:11]=1. Product: [Br:9][C:10]1[CH:15]=[CH:14][C:13]([CH:16]([CH:35]2[CH2:37][CH2:36]2)[N:17]2[CH2:22][CH2:21][C:20]([CH2:29][C:30]([OH:31])([CH3:33])[CH3:32])([C:23]3[CH:28]=[CH:27][CH:26]=[CH:25][CH:24]=3)[O:19][C:18]2=[O:34])=[CH:12][CH:11]=1. The catalyst class is: 7. (4) The catalyst class is: 9. Product: [F:1][C:2]1[CH:7]=[CH:6][CH:5]=[CH:4][C:3]=1[N:8]1[C:16](=[O:17])[C:15]2[C@@H:14]3[C:18]([CH3:20])([CH3:19])[C@@:11]([CH3:21])([CH2:12][CH2:13]3)[C:10]=2[N:9]1[CH3:25]. Reactant: [F:1][C:2]1[CH:7]=[CH:6][CH:5]=[CH:4][C:3]=1[N:8]1[C:16](=[O:17])[C:15]2[C@@H:14]3[C:18]([CH3:20])([CH3:19])[C@@:11]([CH3:21])([CH2:12][CH2:13]3)[C:10]=2[NH:9]1.IC.O.[C:25](=O)(O)[O-].[Na+]. (5) Reactant: [F:1][C:2]1[CH:7]=[CH:6][C:5]([CH:8]([CH:16]2[CH2:21][CH2:20][N:19]([CH:22]([CH3:24])[CH3:23])[CH2:18][CH2:17]2)[CH2:9][N:10]2[CH2:15][CH2:14][NH:13][CH2:12][CH2:11]2)=[CH:4][CH:3]=1.[ClH:25].O1CCOCC1. Product: [ClH:25].[ClH:25].[ClH:25].[F:1][C:2]1[CH:3]=[CH:4][C:5]([CH:8]([CH:16]2[CH2:21][CH2:20][N:19]([CH:22]([CH3:24])[CH3:23])[CH2:18][CH2:17]2)[CH2:9][N:10]2[CH2:15][CH2:14][NH:13][CH2:12][CH2:11]2)=[CH:6][CH:7]=1. The catalyst class is: 8. (6) Reactant: B(Br)(Br)Br.CCCCCCC.C[O:13][C:14]1[CH:19]=[CH:18][C:17]([CH2:20][CH2:21][NH:22][C@H:23]2[CH2:28][CH2:27][C@H:26]([OH:29])[CH2:25][CH2:24]2)=[CH:16][CH:15]=1. Product: [OH:29][C@H:26]1[CH2:27][CH2:28][C@H:23]([NH:22][CH2:21][CH2:20][C:17]2[CH:16]=[CH:15][C:14]([OH:13])=[CH:19][CH:18]=2)[CH2:24][CH2:25]1. The catalyst class is: 2. (7) Reactant: Cl.[NH2:2][CH2:3][CH2:4][C:5]1[CH:10]=[CH:9][C:8]([C:11]2[CH:16]=[CH:15][C:14]([C:17]([O:19][CH3:20])=[O:18])=[CH:13][CH:12]=2)=[CH:7][CH:6]=1.[CH:21](=O)[C:22]1[CH:27]=[CH:26][CH:25]=[CH:24][CH:23]=1. Product: [CH2:21]([NH:2][CH2:3][CH2:4][C:5]1[CH:6]=[CH:7][C:8]([C:11]2[CH:16]=[CH:15][C:14]([C:17]([O:19][CH3:20])=[O:18])=[CH:13][CH:12]=2)=[CH:9][CH:10]=1)[C:22]1[CH:27]=[CH:26][CH:25]=[CH:24][CH:23]=1. The catalyst class is: 4. (8) Reactant: [NH2:1][C:2]1[C:3]([N+:18]([O-])=O)=[C:4]([CH:9]=[C:10]([N:12]2[CH2:17][CH2:16][O:15][CH2:14][CH2:13]2)[CH:11]=1)[C:5]([O:7][CH3:8])=[O:6]. Product: [NH2:18][C:3]1[C:2]([NH2:1])=[CH:11][C:10]([N:12]2[CH2:17][CH2:16][O:15][CH2:14][CH2:13]2)=[CH:9][C:4]=1[C:5]([O:7][CH3:8])=[O:6]. The catalyst class is: 19. (9) Reactant: [Cl-].O[NH3+:3].[C:4](=[O:7])([O-])[OH:5].[Na+].CS(C)=O.[CH2:13]([C:15]1[N:16]([C:40]2[CH:45]=[CH:44][C:43]([O:46][C:47]([CH3:52])([CH3:51])[CH2:48][O:49][CH3:50])=[CH:42][CH:41]=2)[C:17](=[O:39])[C:18]([CH2:24][C:25]2[CH:30]=[CH:29][C:28]([C:31]3[C:32]([C:37]#[N:38])=[CH:33][CH:34]=[CH:35][CH:36]=3)=[CH:27][CH:26]=2)=[C:19]([CH2:21][CH2:22][CH3:23])[N:20]=1)[CH3:14]. Product: [CH2:13]([C:15]1[N:16]([C:40]2[CH:45]=[CH:44][C:43]([O:46][C:47]([CH3:52])([CH3:51])[CH2:48][O:49][CH3:50])=[CH:42][CH:41]=2)[C:17](=[O:39])[C:18]([CH2:24][C:25]2[CH:26]=[CH:27][C:28]([C:31]3[CH:36]=[CH:35][CH:34]=[CH:33][C:32]=3[C:37]3[NH:3][C:4](=[O:7])[O:5][N:38]=3)=[CH:29][CH:30]=2)=[C:19]([CH2:21][CH2:22][CH3:23])[N:20]=1)[CH3:14]. The catalyst class is: 6. (10) Reactant: C[O:2][C:3](=O)[C@@H:4]([CH2:16][NH:17][S:18]([CH3:21])(=[O:20])=[O:19])[NH:5][C:6]([O:8][CH2:9][C:10]1[CH:15]=[CH:14][CH:13]=[CH:12][CH:11]=1)=[O:7].C1COCC1.[Cl-].[Li+].[BH4-].[Na+]. Product: [CH2:9]([O:8][C:6](=[O:7])[NH:5][C@H:4]([CH2:16][NH:17][S:18]([CH3:21])(=[O:20])=[O:19])[CH2:3][OH:2])[C:10]1[CH:11]=[CH:12][CH:13]=[CH:14][CH:15]=1. The catalyst class is: 8.